The task is: Predict the reactants needed to synthesize the given product.. This data is from Full USPTO retrosynthesis dataset with 1.9M reactions from patents (1976-2016). (1) Given the product [C:18]1([C:24]2[O:25][C:26]3[CH:32]=[C:31]([C:33]([N:1]4[CH2:2][CH:3]([CH:5]5[CH2:6][CH2:7][N:8]([C:11]([C:13]6[S:14][CH:15]=[CH:16][N:17]=6)=[O:12])[CH2:9][CH2:10]5)[CH2:4]4)=[O:34])[CH:30]=[CH:29][C:27]=3[N:28]=2)[CH:23]=[CH:22][CH:21]=[CH:20][CH:19]=1, predict the reactants needed to synthesize it. The reactants are: [NH:1]1[CH2:4][CH:3]([CH:5]2[CH2:10][CH2:9][N:8]([C:11]([C:13]3[S:14][CH:15]=[CH:16][N:17]=3)=[O:12])[CH2:7][CH2:6]2)[CH2:2]1.[C:18]1([C:24]2[O:25][C:26]3[CH:32]=[C:31]([C:33](O)=[O:34])[CH:30]=[CH:29][C:27]=3[N:28]=2)[CH:23]=[CH:22][CH:21]=[CH:20][CH:19]=1.CCN(CC)CC.CN(C(ON1N=NC2C=CC=NC1=2)=[N+](C)C)C.F[P-](F)(F)(F)(F)F. (2) Given the product [C:1]([C:5]1[CH:12]=[CH:11][C:8]([CH2:9][NH:23][CH2:22][CH2:21][C:16]2[CH:17]=[CH:18][C:19]([Cl:20])=[C:14]([Cl:13])[CH:15]=2)=[CH:7][CH:6]=1)([CH3:4])([CH3:3])[CH3:2], predict the reactants needed to synthesize it. The reactants are: [C:1]([C:5]1[CH:12]=[CH:11][C:8]([CH:9]=O)=[CH:7][CH:6]=1)([CH3:4])([CH3:3])[CH3:2].[Cl:13][C:14]1[CH:15]=[C:16]([CH2:21][CH2:22][NH2:23])[CH:17]=[CH:18][C:19]=1[Cl:20].[BH4-].[Na+].